Dataset: Full USPTO retrosynthesis dataset with 1.9M reactions from patents (1976-2016). Task: Predict the reactants needed to synthesize the given product. (1) Given the product [O:23]([CH2:22][C@@H:18]1[CH2:19][CH2:20][CH2:21][N:17]1[S:14]([C:10]1[CH:9]=[C:8]2[C:13](=[CH:12][CH:11]=1)[NH:5][C:6](=[O:35])[C:7]2=[O:30])(=[O:16])=[O:15])[C:24]1[CH:29]=[CH:28][CH:27]=[CH:26][CH:25]=1, predict the reactants needed to synthesize it. The reactants are: NCCC[N:5]1[C:13]2[C:8](=[CH:9][C:10]([S:14]([N:17]3[CH2:21][CH2:20][CH2:19][C@H:18]3[CH2:22][O:23][C:24]3[CH:29]=[CH:28][CH:27]=[CH:26][CH:25]=3)(=[O:16])=[O:15])=[CH:11][CH:12]=2)[C:7]2(OCCC[O:30]2)[C:6]1=[O:35].N. (2) Given the product [C:21]([O:20][C:18]([N:25]1[CH2:30][CH2:29][CH:28]([NH:1][C:2]2[CH:3]=[CH:4][CH:5]=[C:6]([NH:8][C:9](=[O:17])[C:10]3[CH:15]=[CH:14][C:13]([F:16])=[CH:12][CH:11]=3)[N:7]=2)[CH2:27][CH2:26]1)=[O:19])([CH3:24])([CH3:22])[CH3:23], predict the reactants needed to synthesize it. The reactants are: [NH2:1][C:2]1[N:7]=[C:6]([NH:8][C:9](=[O:17])[C:10]2[CH:15]=[CH:14][C:13]([F:16])=[CH:12][CH:11]=2)[CH:5]=[CH:4][CH:3]=1.[C:18]([N:25]1[CH2:30][CH2:29][C:28](=O)[CH2:27][CH2:26]1)([O:20][C:21]([CH3:24])([CH3:23])[CH3:22])=[O:19].[Na]. (3) Given the product [NH2:8][C:7]1[C:11]([C:10]([O:16][CH2:17][CH3:18])=[O:15])=[C:12]([CH3:14])[N:1]=[C:2]2[S:3][CH:4]=[C:5]([CH3:9])[C:6]=12, predict the reactants needed to synthesize it. The reactants are: [NH2:1][C:2]1[S:3][CH:4]=[C:5]([CH3:9])[C:6]=1[C:7]#[N:8].[C:10]([O:16][CH2:17][CH3:18])(=[O:15])[CH2:11][C:12]([CH3:14])=O.Cl[Sn](Cl)(Cl)Cl. (4) Given the product [F:50][C:51]1[CH:52]=[C:53]2[C:57](=[CH:58][CH:59]=1)[N:56]([NH:60][C:8]([C:7]1[C:2]([CH3:1])=[N:3][C:4]([C:11]3[CH:16]=[CH:15][CH:14]=[CH:13][N:12]=3)=[N:5][CH:6]=1)=[O:10])[C:55]([CH3:61])=[CH:54]2, predict the reactants needed to synthesize it. The reactants are: [CH3:1][C:2]1[C:7]([C:8]([OH:10])=O)=[CH:6][N:5]=[C:4]([C:11]2[CH:16]=[CH:15][CH:14]=[CH:13][N:12]=2)[N:3]=1.C1CN([P+](Br)(N2CCCC2)N2CCCC2)CC1.F[P-](F)(F)(F)(F)F.CCN(C(C)C)C(C)C.[F:50][C:51]1[CH:52]=[C:53]2[C:57](=[CH:58][CH:59]=1)[N:56]([NH2:60])[C:55]([CH3:61])=[CH:54]2. (5) Given the product [Br:1][C:2]1[C:6]([F:7])=[CH:5][N:4]([C:21]2[CH:22]=[CH:25][N:24]=[C:19]([C:18]#[N:17])[CH:20]=2)[N:3]=1, predict the reactants needed to synthesize it. The reactants are: [Br:1][C:2]1[C:6]([F:7])=[CH:5][NH:4][N:3]=1.[O-]P([O-])([O-])=O.[K+].[K+].[K+].C[NH:17][C@@H:18]1C[CH2:22][CH2:21][CH2:20][C@H:19]1[NH:24][CH3:25].BrC1C=CN=C(C#N)C=1. (6) Given the product [Br:1][C:2]1[CH:3]=[C:4]2[C:9](=[CH:10][CH:11]=1)[C:8](=[O:12])[NH:7][C:6](=[O:13])/[C:5]/2=[CH:14]\[NH:17][C:18]1[CH:23]=[CH:22][C:21]([N:24]2[CH2:29][CH2:28][N:27]([C:30]([O:32][C:33]([CH3:36])([CH3:35])[CH3:34])=[O:31])[CH2:26][CH2:25]2)=[CH:20][CH:19]=1, predict the reactants needed to synthesize it. The reactants are: [Br:1][C:2]1[CH:3]=[C:4]2[C:9](=[CH:10][CH:11]=1)[C:8](=[O:12])[NH:7][C:6](=[O:13])[C:5]2=[CH:14]OC.[NH2:17][C:18]1[CH:23]=[CH:22][C:21]([N:24]2[CH2:29][CH2:28][N:27]([C:30]([O:32][C:33]([CH3:36])([CH3:35])[CH3:34])=[O:31])[CH2:26][CH2:25]2)=[CH:20][CH:19]=1. (7) Given the product [Cl:8][C:13]1[CH:14]=[CH:15][N:10]=[C:11]([C:3]([NH2:2])=[O:4])[CH:12]=1, predict the reactants needed to synthesize it. The reactants are: C[N:2](C)[CH:3]=[O:4].S(Cl)([Cl:8])=O.[N:10]1[CH:15]=[CH:14][CH:13]=[CH:12][C:11]=1C(O)=O.[OH-].[Na+].